The task is: Predict the reaction yield, written as a fraction of the theoretical maximum amount of product (1.0 means a 100% yield; for example, 0.34 means a 34% yield).. This data is from Reaction yield outcomes from USPTO patents with 853,638 reactions. (1) The reactants are [Br:1][C:2]1[CH:7]=[N:6][C:5]([O:8][CH3:9])=[C:4]2[NH:10][CH:11]=[CH:12][C:3]=12.[H-].[Na+].[CH3:15][C:16]1[CH:21]=[CH:20][C:19]([S:22](Cl)(=[O:24])=[O:23])=[CH:18][CH:17]=1. The catalyst is O1CCCC1. The product is [Br:1][C:2]1[CH:7]=[N:6][C:5]([O:8][CH3:9])=[C:4]2[N:10]([S:22]([C:19]3[CH:20]=[CH:21][C:16]([CH3:15])=[CH:17][CH:18]=3)(=[O:24])=[O:23])[CH:11]=[CH:12][C:3]=12. The yield is 0.704. (2) The reactants are [Br:1][C:2]1[CH:3]=[CH:4][C:5]([N+:15]([O-])=O)=[C:6]([NH:8][CH2:9][CH2:10][C:11]([O:13][CH3:14])=[O:12])[CH:7]=1. The catalyst is [NH4+].[Cl-].C(O)C.[Fe]. The product is [NH2:15][C:5]1[CH:4]=[CH:3][C:2]([Br:1])=[CH:7][C:6]=1[NH:8][CH2:9][CH2:10][C:11]([O:13][CH3:14])=[O:12]. The yield is 0.840. (3) The reactants are Br[C:2]1[C:10]2[O:9][CH2:8][CH:7]([C:11]3[CH:16]=[CH:15][C:14]([CH:17]([CH3:19])[CH3:18])=[CH:13][CH:12]=3)[C:6]=2[C:5]([CH3:20])=[C:4]([NH:21][C:22](=[O:28])[CH2:23][C:24]([CH3:27])([CH3:26])[CH3:25])[C:3]=1[CH3:29].C(OC([N:37]1[CH:41]=[CH:40][CH:39]=[C:38]1B(O)O)=O)(C)(C)C. No catalyst specified. The product is [NH:37]1[CH:41]=[CH:40][CH:39]=[C:38]1[C:2]1[C:10]2[O:9][CH2:8][CH:7]([C:11]3[CH:12]=[CH:13][C:14]([CH:17]([CH3:19])[CH3:18])=[CH:15][CH:16]=3)[C:6]=2[C:5]([CH3:20])=[C:4]([NH:21][C:22](=[O:28])[CH2:23][C:24]([CH3:27])([CH3:25])[CH3:26])[C:3]=1[CH3:29]. The yield is 0.190. (4) The reactants are [N+:1]([C:4]1[CH:5]=[C:6]2[C:10](=[CH:11][CH:12]=1)[NH:9][CH:8]=[C:7]2[CH:13]=O)([O-:3])=[O:2].[CH3:15][S:16]([CH2:19][C:20]#[N:21])(=[O:18])=[O:17]. No catalyst specified. The product is [CH3:15][S:16]([C:19](=[CH:13][C:7]1[C:6]2[C:10](=[CH:11][CH:12]=[C:4]([N+:1]([O-:3])=[O:2])[CH:5]=2)[NH:9][CH:8]=1)[C:20]#[N:21])(=[O:18])=[O:17]. The yield is 0.870. (5) The reactants are [CH3:1][O:2][C:3]1[CH:4]=[C:5]([O:14]COC)[C:6]([CH3:13])=[C:7]([O:9]COC)[CH:8]=1.Cl.O. The catalyst is CO. The product is [CH3:1][O:2][C:3]1[CH:4]=[C:5]([OH:14])[C:6]([CH3:13])=[C:7]([OH:9])[CH:8]=1. The yield is 0.990. (6) The reactants are Br[C:2]1[C:6]2=[N:7][C:8]([C:11]([NH:13][C:14]3[CH:15]=[N:16][CH:17]=[CH:18][C:19]=3[N:20]3[CH2:25][C@H:24]([CH3:26])[C@@H:23]([O:27][Si:28]([C:31]([CH3:34])([CH3:33])[CH3:32])([CH3:30])[CH3:29])[C@H:22]([NH:35][C:36](=[O:42])[O:37][C:38]([CH3:41])([CH3:40])[CH3:39])[CH2:21]3)=[O:12])=[CH:9][CH:10]=[C:5]2[O:4][CH:3]=1.[O-]P([O-])([O-])=O.[K+].[K+].[K+].[C:51](B1OC(C)(C)C(C)(C)O1)([CH3:53])=[CH2:52]. The catalyst is CCOC(C)=O.C1(P(C2CCCCC2)C2C=CC=CC=2C2C(C(C)C)=CC(C(C)C)=CC=2C(C)C)CCCCC1.NC1C=CC=CC=1C1C=CC=CC=1[Pd]Cl. The product is [Si:28]([O:27][C@@H:23]1[C@@H:24]([CH3:26])[CH2:25][N:20]([C:19]2[CH:18]=[CH:17][N:16]=[CH:15][C:14]=2[NH:13][C:11]([C:8]2[N:7]=[C:6]3[C:2]([C:51]([CH3:53])=[CH2:52])=[CH:3][O:4][C:5]3=[CH:10][CH:9]=2)=[O:12])[CH2:21][C@H:22]1[NH:35][C:36](=[O:42])[O:37][C:38]([CH3:39])([CH3:41])[CH3:40])([C:31]([CH3:33])([CH3:34])[CH3:32])([CH3:29])[CH3:30]. The yield is 0.900. (7) The yield is 0.0140. The catalyst is CCOCC.C(=O)(O)[O-].[Na+].[Fe].C(O)C. The product is [CH3:20][C:18]1[S:19][C:15]([C:12]2[CH:13]=[C:6]([C:5]([F:11])([F:10])[F:4])[N:31]([C:28]3[CH:29]=[CH:30][C:25]([NH2:22])=[CH:26][CH:27]=3)[N:32]=2)=[C:16]([CH3:21])[N:17]=1. The reactants are C[O-].[Na+].[F:4][C:5]([F:11])([F:10])[C:6](OC)=O.[C:12]([C:15]1[S:19][C:18]([CH3:20])=[N:17][C:16]=1[CH3:21])(=O)[CH3:13].[N+:22]([C:25]1[CH:30]=[CH:29][C:28]([NH:31][NH2:32])=[CH:27][CH:26]=1)([O-])=O.Cl. (8) The reactants are [C:1]([C:3]1[CH:4]=[C:5]2[C:9](=[CH:10][CH:11]=1)[N:8]([S:12]([C:15]1[CH:20]=[CH:19][C:18]([O:21][CH3:22])=[CH:17][C:16]=1[O:23][CH3:24])(=[O:14])=[O:13])[C:7](=[O:25])[C:6]2([NH:35][C:36]([N:38]1[CH2:43][CH2:42][CH:41]([N:44]2[CH2:49][CH2:48][N:47](C(OC(C)(C)C)=O)[CH2:46][CH2:45]2)[CH2:40][CH2:39]1)=[O:37])[C:26]1[C:27]([O:32][CH2:33][CH3:34])=[N:28][CH:29]=[CH:30][CH:31]=1)#[N:2].Cl.C(Cl)Cl.CO. The catalyst is CO.C(O)(C)C. The product is [C:1]([C:3]1[CH:4]=[C:5]2[C:9](=[CH:10][CH:11]=1)[N:8]([S:12]([C:15]1[CH:20]=[CH:19][C:18]([O:21][CH3:22])=[CH:17][C:16]=1[O:23][CH3:24])(=[O:14])=[O:13])[C:7](=[O:25])[C:6]2([NH:35][C:36]([N:38]1[CH2:39][CH2:40][CH:41]([N:44]2[CH2:45][CH2:46][NH:47][CH2:48][CH2:49]2)[CH2:42][CH2:43]1)=[O:37])[C:26]1[C:27]([O:32][CH2:33][CH3:34])=[N:28][CH:29]=[CH:30][CH:31]=1)#[N:2]. The yield is 0.330. (9) The reactants are [C:1]([N:5]1[CH2:22][CH:21]([CH2:23][OH:24])[O:20][C:7]2([CH2:12][CH2:11][N:10]([C:13]([O:15][C:16]([CH3:19])([CH3:18])[CH3:17])=[O:14])[CH2:9][CH2:8]2)[CH2:6]1)([CH3:4])([CH3:3])[CH3:2].[H-].[Na+].[CH3:27]I. The catalyst is CN(C)C=O. The product is [C:1]([N:5]1[CH2:22][CH:21]([CH2:23][O:24][CH3:27])[O:20][C:7]2([CH2:12][CH2:11][N:10]([C:13]([O:15][C:16]([CH3:17])([CH3:18])[CH3:19])=[O:14])[CH2:9][CH2:8]2)[CH2:6]1)([CH3:2])([CH3:3])[CH3:4]. The yield is 0.980. (10) The reactants are [F:1][C:2]1[CH:3]=[CH:4][C:5]([C:8]2[C:12]([CH2:13][NH:14][C:15]3[CH:19]=[C:18]([C:20]([OH:22])=O)[N:17]([CH3:23])[N:16]=3)=[C:11]([CH3:24])[O:10][N:9]=2)=[N:6][CH:7]=1.[CH3:25][C:26]1([NH2:30])[CH2:29][O:28][CH2:27]1. No catalyst specified. The product is [F:1][C:2]1[CH:3]=[CH:4][C:5]([C:8]2[C:12]([CH2:13][NH:14][C:15]3[CH:19]=[C:18]([C:20]([NH:30][C:26]4([CH3:25])[CH2:29][O:28][CH2:27]4)=[O:22])[N:17]([CH3:23])[N:16]=3)=[C:11]([CH3:24])[O:10][N:9]=2)=[N:6][CH:7]=1. The yield is 0.810.